This data is from Full USPTO retrosynthesis dataset with 1.9M reactions from patents (1976-2016). The task is: Predict the reactants needed to synthesize the given product. Given the product [CH3:29][N:30]([CH3:31])[C:13]([C:11]1[O:12][C:8]2[CH:7]=[C:6]([C:4]([O:3][CH2:1][CH3:2])=[O:5])[CH:17]=[C:16]([O:18][C:19]3[CH:24]=[CH:23][C:22]([S:25]([CH3:28])(=[O:27])=[O:26])=[CH:21][CH:20]=3)[C:9]=2[CH:10]=1)=[O:14], predict the reactants needed to synthesize it. The reactants are: [CH2:1]([O:3][C:4]([C:6]1[CH:17]=[C:16]([O:18][C:19]2[CH:24]=[CH:23][C:22]([S:25]([CH3:28])(=[O:27])=[O:26])=[CH:21][CH:20]=2)[C:9]2[CH:10]=[C:11]([C:13](O)=[O:14])[O:12][C:8]=2[CH:7]=1)=[O:5])[CH3:2].[CH3:29][N:30](C(ON1N=NC2C=CC=NC1=2)=[N+](C)C)[CH3:31].F[P-](F)(F)(F)(F)F.CCN(C(C)C)C(C)C.Cl.CNC.